Dataset: Full USPTO retrosynthesis dataset with 1.9M reactions from patents (1976-2016). Task: Predict the reactants needed to synthesize the given product. (1) Given the product [Cl:1][C:2]1[CH:3]=[C:4]([C@H:9]2[CH2:14][C@@H:13]([C:15]3[O:22][NH:29][C:17](=[O:18])[CH:16]=3)[CH2:12][CH2:11][N:10]2[C:23]([O:25][CH3:26])=[O:24])[CH:5]=[C:6]([Cl:8])[CH:7]=1, predict the reactants needed to synthesize it. The reactants are: [Cl:1][C:2]1[CH:3]=[C:4]([C@H:9]2[CH2:14][C@@H:13]([C:15](=[O:22])[CH2:16][C:17](OCC)=[O:18])[CH2:12][CH2:11][N:10]2[C:23]([O:25][CH3:26])=[O:24])[CH:5]=[C:6]([Cl:8])[CH:7]=1.[OH-].[Na+].[NH2:29]O.Cl. (2) Given the product [Cl:1][C:2]1[C:7]([C:8]2[CH:9]=[CH:10][C:11]([C@H:14]([NH:16][S:33]([C:28]3[CH:29]=[CH:30][C:31]([F:32])=[C:26]([F:25])[CH:27]=3)(=[O:35])=[O:34])[CH3:15])=[CH:12][CH:13]=2)=[CH:6][C:5]([F:17])=[CH:4][N:3]=1, predict the reactants needed to synthesize it. The reactants are: [Cl:1][C:2]1[C:7]([C:8]2[CH:13]=[CH:12][C:11]([C@H:14]([NH2:16])[CH3:15])=[CH:10][CH:9]=2)=[CH:6][C:5]([F:17])=[CH:4][N:3]=1.C(N(CC)CC)C.[F:25][C:26]1[CH:27]=[C:28]([S:33](Cl)(=[O:35])=[O:34])[CH:29]=[CH:30][C:31]=1[F:32].